This data is from Forward reaction prediction with 1.9M reactions from USPTO patents (1976-2016). The task is: Predict the product of the given reaction. (1) Given the reactants [CH2:1]([NH:3][C:4](=[O:37])[NH:5][C:6]1[CH:7]=[C:8]([NH:26]C(=O)OCC2C=CC=CC=2)[CH:9]=[N:10][C:11]=1[S:12](=[O:25])(=[O:24])[NH:13][C:14]1[CH:15]=[CH:16][C:17]2[CH2:21][O:20][B:19]([OH:22])[C:18]=2[CH:23]=1)[CH3:2], predict the reaction product. The product is: [NH2:26][C:8]1[CH:7]=[C:6]([NH:5][C:4]([NH:3][CH2:1][CH3:2])=[O:37])[C:11]([S:12]([NH:13][C:14]2[CH:15]=[CH:16][C:17]3[CH2:21][O:20][B:19]([OH:22])[C:18]=3[CH:23]=2)(=[O:25])=[O:24])=[N:10][CH:9]=1. (2) Given the reactants [N:1]1[CH:6]=[CH:5][CH:4]=[C:3](B(O)O)[CH:2]=1.Br[C:11]1[CH:12]=[C:13]([C:17]2([C:28]3[CH:33]=[CH:32][N:31]=[CH:30][CH:29]=3)[C:25]3[C:20](=[CH:21][CH:22]=[C:23]([F:26])[CH:24]=3)[C:19]([NH2:27])=[N:18]2)[CH:14]=[CH:15][CH:16]=1, predict the reaction product. The product is: [F:26][C:23]1[CH:24]=[C:25]2[C:20]([C:19]([NH2:27])=[N:18][C:17]2([C:28]2[CH:33]=[CH:32][N:31]=[CH:30][CH:29]=2)[C:13]2[CH:12]=[CH:11][CH:16]=[C:15]([C:3]3[CH:2]=[N:1][CH:6]=[CH:5][CH:4]=3)[CH:14]=2)=[CH:21][CH:22]=1. (3) Given the reactants [CH3:1][O:2][CH2:3][C:4]1[CH:5]=[C:6]([C:16]#[N:17])[C:7]([C:10]2[CH:15]=[CH:14][CH:13]=[CH:12][CH:11]=2)=[CH:8][CH:9]=1.[BH4-].[Na+], predict the reaction product. The product is: [CH3:1][O:2][CH2:3][C:4]1[CH:9]=[CH:8][C:7]([C:10]2[CH:11]=[CH:12][CH:13]=[CH:14][CH:15]=2)=[C:6]([CH2:16][NH2:17])[CH:5]=1. (4) Given the reactants [Cl:1][C:2]1[CH:7]=[CH:6][C:5]([S:8]([CH2:11][CH2:12][CH2:13][CH2:14][CH2:15][N:16]2C(=O)C3=CC=CC=C3C2=O)(=[O:10])=[O:9])=[CH:4][CH:3]=1.C(O)C.O.NN, predict the reaction product. The product is: [Cl:1][C:2]1[CH:3]=[CH:4][C:5]([S:8]([CH2:11][CH2:12][CH2:13][CH2:14][CH2:15][NH2:16])(=[O:9])=[O:10])=[CH:6][CH:7]=1. (5) Given the reactants [C:1]([C:3]1[CH:4]=[N:5][C:6]2[CH2:7][C:8]3[C:9]([N:28]=[CH:29][N:30]=3)=[CH:10][C:11]=2[C:12]=1[N:13]([C:16]1[CH:21]=[C:20]([O:22][CH3:23])[C:19]([O:24][CH3:25])=[C:18]([O:26][CH3:27])[CH:17]=1)C=O)#[N:2].C(=O)([O-])[O-].[K+].[K+], predict the reaction product. The product is: [CH3:27][O:26][C:18]1[CH:17]=[C:16]([CH:21]=[C:20]([O:22][CH3:23])[C:19]=1[O:24][CH3:25])[NH:13][C:12]1[C:11]2[CH:10]=[C:9]3[N:28]=[CH:29][N:30]=[C:8]3[CH2:7][C:6]=2[N:5]=[CH:4][C:3]=1[C:1]#[N:2]. (6) Given the reactants [Br:1][C:2]1[CH:12]=[N:11][C:5]2[N:6]=[CH:7][C:8](=[O:10])[NH:9][C:4]=2[CH:3]=1.C([O-])([O-])=O.[K+].[K+].[CH2:19](I)[CH:20]=[CH2:21].O, predict the reaction product. The product is: [Br:1][C:2]1[CH:12]=[N:11][C:5]2[N:6]=[CH:7][C:8](=[O:10])[N:9]([CH2:21][CH:20]=[CH2:19])[C:4]=2[CH:3]=1. (7) Given the reactants CS(O[CH2:6][C:7]1([CH3:13])[CH2:10][C:9]([F:12])([F:11])[CH2:8]1)(=O)=O.[C-:14]#[N:15].[Na+], predict the reaction product. The product is: [F:11][C:9]1([F:12])[CH2:10][C:7]([CH2:6][C:14]#[N:15])([CH3:13])[CH2:8]1. (8) Given the reactants [F:1][C:2]1[C:7]([CH3:8])=[CH:6][C:5]([NH:9][CH:10]2[CH2:15][CH2:14][N:13]([C@H:16]3[CH2:21][CH2:20][C@H:19]([O:22][CH:23]([CH3:25])[CH3:24])[CH2:18][CH2:17]3)[CH2:12][CH2:11]2)=[C:4]([N+:26]([O-])=O)[CH:3]=1.O.NN, predict the reaction product. The product is: [F:1][C:2]1[CH:3]=[C:4]([NH2:26])[C:5]([NH:9][CH:10]2[CH2:15][CH2:14][N:13]([C@H:16]3[CH2:21][CH2:20][C@H:19]([O:22][CH:23]([CH3:24])[CH3:25])[CH2:18][CH2:17]3)[CH2:12][CH2:11]2)=[CH:6][C:7]=1[CH3:8]. (9) The product is: [CH3:17][N:18]([CH3:34])[C:19]1([CH2:24][O:25][C:26]2[CH:33]=[CH:32][C:29]([CH:30]=[O:8])=[CH:28][CH:27]=2)[CH2:23][CH2:22][CH2:21][CH2:20]1. Given the reactants NC1(C[O:8]C2C=CC(C#N)=CC=2)CCCC1.[CH3:17][N:18]([CH3:34])[C:19]1([CH2:24][O:25][C:26]2[CH:33]=[CH:32][C:29]([C:30]#N)=[CH:28][CH:27]=2)[CH2:23][CH2:22][CH2:21][CH2:20]1, predict the reaction product. (10) Given the reactants [C:1]([C:5]1[NH:9][N:8]=[C:7]([C:10]([NH2:12])=[O:11])[C:6]=1[N+:13]([O-])=O)([CH3:4])([CH3:3])[CH3:2], predict the reaction product. The product is: [NH2:13][C:6]1[C:7]([C:10]([NH2:12])=[O:11])=[N:8][NH:9][C:5]=1[C:1]([CH3:4])([CH3:2])[CH3:3].